Dataset: Full USPTO retrosynthesis dataset with 1.9M reactions from patents (1976-2016). Task: Predict the reactants needed to synthesize the given product. (1) Given the product [ClH:23].[NH2:1][CH2:4][CH2:5][O:6][CH2:7][CH2:8][O:9][CH2:10][CH2:11][C:12]([P:15](=[O:22])([O:19][CH2:20][CH3:21])[O:16][CH2:17][CH3:18])([F:14])[F:13], predict the reactants needed to synthesize it. The reactants are: [N:1]([CH2:4][CH2:5][O:6][CH2:7][CH2:8][O:9][CH2:10][CH2:11][C:12]([P:15](=[O:22])([O:19][CH2:20][CH3:21])[O:16][CH2:17][CH3:18])([F:14])[F:13])=[N+]=[N-].[ClH:23].CCOCC. (2) Given the product [C:6]([O:10][C:11](=[O:20])[NH:12][C:13]1[CH:14]=[CH:15][C:16]([C:3]2([OH:5])[CH2:4][O:1][CH2:2]2)=[CH:17][CH:18]=1)([CH3:9])([CH3:7])[CH3:8], predict the reactants needed to synthesize it. The reactants are: [O:1]1[CH2:4][C:3](=[O:5])[CH2:2]1.[C:6]([O:10][C:11](=[O:20])[NH:12][C:13]1[CH:18]=[CH:17][C:16](Br)=[CH:15][CH:14]=1)([CH3:9])([CH3:8])[CH3:7]. (3) Given the product [CH2:1]([O:3][C:4](=[O:8])[CH:5]([C:6]#[N:7])[C:20](=[S:21])[NH:19][CH:16]1[CH2:18][CH2:17]1)[CH3:2], predict the reactants needed to synthesize it. The reactants are: [CH2:1]([O:3][C:4](=[O:8])[CH2:5][C:6]#[N:7])[CH3:2].C(N(CC)CC)C.[CH:16]1([N:19]=[C:20]=[S:21])[CH2:18][CH2:17]1.Cl. (4) Given the product [CH2:24]([N:22]1[CH:23]=[C:19]([CH2:18][O:17][C:13]2[CH:12]=[C:11]3[C:16](=[CH:15][CH:14]=2)[NH:8][CH2:9][CH2:10]3)[C:20]([C:28]([F:29])([F:31])[F:30])=[N:21]1)[CH:25]([CH3:27])[CH3:26], predict the reactants needed to synthesize it. The reactants are: C(OC([N:8]1[C:16]2[C:11](=[CH:12][C:13]([O:17][CH2:18][C:19]3[C:20]([C:28]([F:31])([F:30])[F:29])=[N:21][N:22]([CH2:24][CH:25]([CH3:27])[CH3:26])[CH:23]=3)=[CH:14][CH:15]=2)[CH2:10][CH2:9]1)=O)(C)(C)C.Cl.O1CCOCC1. (5) Given the product [NH2:13][C:5]1[C:6]([NH2:10])=[CH:7][CH:8]=[CH:9][C:4]=1[C:3]([O:2][CH3:1])=[O:14], predict the reactants needed to synthesize it. The reactants are: [CH3:1][O:2][C:3](=[O:14])[C:4]1[CH:9]=[CH:8][CH:7]=[C:6]([N+:10]([O-])=O)[C:5]=1[NH2:13].C(OCC)(=O)C. (6) Given the product [ClH:37].[OH:1][C@H:2]([CH2:28][CH:29]([CH3:31])[CH3:30])[C:3]([N:5]1[CH2:10][CH2:9][N:8]([C:11]2[C:20]3[C:15](=[CH:16][CH:17]=[CH:18][CH:19]=3)[N:14]=[C:13]([C:21]3[CH:26]=[CH:25][CH:24]=[CH:23][C:22]=3[OH:27])[N:12]=2)[CH2:7][CH2:6]1)=[O:4], predict the reactants needed to synthesize it. The reactants are: [OH:1][C@H:2]([CH2:28][CH:29]([CH3:31])[CH3:30])[C:3]([N:5]1[CH2:10][CH2:9][N:8]([C:11]2[C:20]3[C:15](=[CH:16][CH:17]=[CH:18][CH:19]=3)[N:14]=[C:13]([C:21]3[CH:26]=[CH:25][CH:24]=[CH:23][C:22]=3[OH:27])[N:12]=2)[CH2:7][CH2:6]1)=[O:4].CCOCC.[ClH:37]. (7) Given the product [Br:1][C:2]1[CH:7]=[C:6]([Cl:8])[CH:5]=[CH:4][C:3]=1[CH:9]([NH2:12])[CH3:10], predict the reactants needed to synthesize it. The reactants are: [Br:1][C:2]1[CH:7]=[C:6]([Cl:8])[CH:5]=[CH:4][C:3]=1[CH:9](O)[CH3:10].[NH3:12].C(O)C.[BH4-].[Na+].